Dataset: Catalyst prediction with 721,799 reactions and 888 catalyst types from USPTO. Task: Predict which catalyst facilitates the given reaction. Reactant: [OH:1]/[N:2]=[C:3](/[C:23]1[CH:28]=[CH:27][N:26]=[C:25]([CH3:29])[CH:24]=1)\[CH2:4][C@H:5]([C:13]1[CH:18]=[CH:17][C:16]([CH2:19][C:20](O)=[O:21])=[CH:15][CH:14]=1)[C:6]1[CH:11]=[CH:10][CH:9]=[CH:8][C:7]=1[CH3:12].[NH2:30][CH2:31][CH2:32][OH:33].F[P-](F)(F)(F)(F)F.N1(O[P+](N(C)C)(N(C)C)N(C)C)C2C=CC=CC=2N=N1. Product: [OH:33][CH2:32][CH2:31][NH:30][C:20](=[O:21])[CH2:19][C:16]1[CH:17]=[CH:18][C:13]([C@H:5]([C:6]2[CH:11]=[CH:10][CH:9]=[CH:8][C:7]=2[CH3:12])[CH2:4]/[C:3](=[N:2]\[OH:1])/[C:23]2[CH:28]=[CH:27][N:26]=[C:25]([CH3:29])[CH:24]=2)=[CH:14][CH:15]=1. The catalyst class is: 7.